Dataset: Forward reaction prediction with 1.9M reactions from USPTO patents (1976-2016). Task: Predict the product of the given reaction. (1) Given the reactants F[C:2]1[C:3]([C:20]2[CH:25]=[CH:24][CH:23]=[CH:22][CH:21]=2)=[C:4]([CH3:19])[C:5]([C:17]#[N:18])=[C:6]2[C:10]=1[O:9][C:8]([N:11]1[CH2:14][CH:13]([CH2:15][OH:16])[CH2:12]1)=[N:7]2.C(N(CC)CC)C.[CH3:33][N:34]([CH3:40])[C@H:35]1[CH2:39][CH2:38][NH:37][CH2:36]1, predict the reaction product. The product is: [CH3:33][N:34]([CH3:40])[C@H:35]1[CH2:39][CH2:38][N:37]([C:2]2[C:3]([C:20]3[CH:25]=[CH:24][CH:23]=[CH:22][CH:21]=3)=[C:4]([CH3:19])[C:5]([C:17]#[N:18])=[C:6]3[C:10]=2[O:9][C:8]([N:11]2[CH2:14][CH:13]([CH2:15][OH:16])[CH2:12]2)=[N:7]3)[CH2:36]1. (2) The product is: [CH:1]1([CH2:4][O:5][C:6]2[CH:7]=[C:8]([CH:12]=[CH:13][C:14]=2[N:15]([CH2:20][CH2:21][N:22]2[CH2:23][CH2:24][N:25]([CH3:28])[CH2:26][CH2:27]2)[S:16]([CH3:19])(=[O:17])=[O:18])[C:9]([O:11][CH2:35][C:36]([O:38][CH2:39][C:40]2[CH:45]=[CH:44][CH:43]=[CH:42][CH:41]=2)=[O:37])=[O:10])[CH2:3][CH2:2]1. Given the reactants [CH:1]1([CH2:4][O:5][C:6]2[CH:7]=[C:8]([CH:12]=[CH:13][C:14]=2[N:15]([CH2:20][CH2:21][N:22]2[CH2:27][CH2:26][N:25]([CH3:28])[CH2:24][CH2:23]2)[S:16]([CH3:19])(=[O:18])=[O:17])[C:9]([O-:11])=[O:10])[CH2:3][CH2:2]1.[Li+].C(Cl)CCl.O[CH2:35][C:36]([O:38][CH2:39][C:40]1[CH:45]=[CH:44][CH:43]=[CH:42][CH:41]=1)=[O:37], predict the reaction product.